Dataset: NCI-60 drug combinations with 297,098 pairs across 59 cell lines. Task: Regression. Given two drug SMILES strings and cell line genomic features, predict the synergy score measuring deviation from expected non-interaction effect. (1) Drug 1: C1=NC2=C(N1)C(=S)N=C(N2)N. Drug 2: CC1CCCC2(C(O2)CC(NC(=O)CC(C(C(=O)C(C1O)C)(C)C)O)C(=CC3=CSC(=N3)C)C)C. Cell line: CAKI-1. Synergy scores: CSS=47.5, Synergy_ZIP=-3.07, Synergy_Bliss=-2.08, Synergy_Loewe=1.76, Synergy_HSA=1.67. (2) Drug 1: CC1C(C(CC(O1)OC2CC(OC(C2O)C)OC3=CC4=CC5=C(C(=O)C(C(C5)C(C(=O)C(C(C)O)O)OC)OC6CC(C(C(O6)C)O)OC7CC(C(C(O7)C)O)OC8CC(C(C(O8)C)O)(C)O)C(=C4C(=C3C)O)O)O)O. Drug 2: CC1=C(C=C(C=C1)C(=O)NC2=CC(=CC(=C2)C(F)(F)F)N3C=C(N=C3)C)NC4=NC=CC(=N4)C5=CN=CC=C5. Cell line: HCT-15. Synergy scores: CSS=44.3, Synergy_ZIP=4.13, Synergy_Bliss=0.349, Synergy_Loewe=-18.8, Synergy_HSA=-1.16. (3) Drug 1: C1=C(C(=O)NC(=O)N1)N(CCCl)CCCl. Drug 2: C1=NNC2=C1C(=O)NC=N2. Cell line: IGROV1. Synergy scores: CSS=30.8, Synergy_ZIP=0.430, Synergy_Bliss=2.94, Synergy_Loewe=-5.87, Synergy_HSA=4.01. (4) Drug 1: C1=CC(=CC=C1CCCC(=O)O)N(CCCl)CCCl. Drug 2: CC12CCC3C(C1CCC2O)C(CC4=C3C=CC(=C4)O)CCCCCCCCCS(=O)CCCC(C(F)(F)F)(F)F. Cell line: LOX IMVI. Synergy scores: CSS=13.8, Synergy_ZIP=-10.2, Synergy_Bliss=-5.28, Synergy_Loewe=-4.76, Synergy_HSA=-4.46.